From a dataset of Forward reaction prediction with 1.9M reactions from USPTO patents (1976-2016). Predict the product of the given reaction. (1) Given the reactants [NH2:1][C:2]1[C:7]([C:8]([C:10]2[CH:15]=[CH:14][CH:13]=[CH:12][C:11]=2[F:16])=[O:9])=[CH:6][CH:5]=[C:4]([NH:17][CH:18]2[CH2:23][CH2:22][NH:21][CH2:20][CH2:19]2)[N:3]=1.[C:24](Cl)(=[O:27])[CH2:25][CH3:26], predict the reaction product. The product is: [NH2:1][C:2]1[N:3]=[C:4]([NH:17][CH:18]2[CH2:19][CH2:20][N:21]([C:24](=[O:27])[CH2:25][CH3:26])[CH2:22][CH2:23]2)[CH:5]=[CH:6][C:7]=1[C:8](=[O:9])[C:10]1[CH:15]=[CH:14][CH:13]=[CH:12][C:11]=1[F:16]. (2) Given the reactants CO[C:3](=[O:22])[CH2:4][CH2:5][C:6]([C:20]#[N:21])([C:13]1[CH:14]=[C:15]([CH3:19])[CH:16]=[CH:17][CH:18]=1)[CH2:7][CH2:8][C:9]([O:11][CH3:12])=[O:10].CC(C)([O-])C.[K+].C(O)(=O)C, predict the reaction product. The product is: [CH3:12][O:11][C:9]([CH:8]1[CH2:7][C:6]([C:20]#[N:21])([C:13]2[CH:14]=[C:15]([CH3:19])[CH:16]=[CH:17][CH:18]=2)[CH2:5][CH2:4][C:3]1=[O:22])=[O:10]. (3) Given the reactants CS(C1SC2C=CC=CC=2N=1)=O.[N:13]1[C:21]2[C:16](=[N:17][CH:18]=[CH:19][CH:20]=2)[N:15]([CH2:22][C:23]2[CH:35]=[CH:34][C:26]3[N:27]=[C:28](S(C)(=O)=O)[S:29][C:25]=3[CH:24]=2)[CH:14]=1.[NH2:36][C@@H:37]1[CH2:42][CH2:41][CH2:40][CH2:39][C@H:38]1[CH2:43][OH:44].CCN(C(C)C)C(C)C, predict the reaction product. The product is: [N:13]1[C:21]2[C:16](=[N:17][CH:18]=[CH:19][CH:20]=2)[N:15]([CH2:22][C:23]2[CH:35]=[CH:34][C:26]3[N:27]=[C:28]([NH:36][C@@H:37]4[CH2:42][CH2:41][CH2:40][CH2:39][C@H:38]4[CH2:43][OH:44])[S:29][C:25]=3[CH:24]=2)[CH:14]=1.